Dataset: Full USPTO retrosynthesis dataset with 1.9M reactions from patents (1976-2016). Task: Predict the reactants needed to synthesize the given product. (1) Given the product [F:1][C:2]1[CH:7]=[C:6]([N+:8]([O-:10])=[O:9])[CH:5]=[C:4]([F:11])[C:3]=1[O:12][CH3:13], predict the reactants needed to synthesize it. The reactants are: [F:1][C:2]1[CH:7]=[C:6]([N+:8]([O-:10])=[O:9])[CH:5]=[C:4]([F:11])[C:3]=1[OH:12].[CH3:13]N=NNC1C=CC(C)=CC=1. (2) The reactants are: CS(O[CH2:6][C:7]1[C:12]([C:13]([F:16])([F:15])[F:14])=[CH:11][C:10]([C:17](=[O:32])[NH:18][CH2:19][C:20]2[CH:25]=[C:24]([Cl:26])[CH:23]=[CH:22][C:21]=2[S:27]([CH2:30][CH3:31])(=[O:29])=[O:28])=[CH:9][C:8]=1[Cl:33])(=O)=O.[NH:34]1[CH2:39][CH2:38][CH2:37][C@H:36]([CH2:40][CH2:41][CH2:42][OH:43])[CH2:35]1. Given the product [Cl:33][C:8]1[CH:9]=[C:10]([CH:11]=[C:12]([C:13]([F:14])([F:15])[F:16])[C:7]=1[CH2:6][N:34]1[CH2:39][CH2:38][CH2:37][C@H:36]([CH2:40][CH2:41][CH2:42][OH:43])[CH2:35]1)[C:17]([NH:18][CH2:19][C:20]1[CH:25]=[C:24]([Cl:26])[CH:23]=[CH:22][C:21]=1[S:27]([CH2:30][CH3:31])(=[O:28])=[O:29])=[O:32], predict the reactants needed to synthesize it. (3) Given the product [Cl:1][C:2]1[N:10]=[C:9]2[C:5]([N:6]=[CH:7][NH:8]2)=[C:4]([N:20]2[C:21]3[C:17](=[CH:16][C:15]([N+:12]([O-:14])=[O:13])=[CH:23][CH:22]=3)[CH2:18][CH2:19]2)[N:3]=1, predict the reactants needed to synthesize it. The reactants are: [Cl:1][C:2]1[N:10]=[C:9]2[C:5]([NH:6][CH:7]=[N:8]2)=[C:4](Cl)[N:3]=1.[N+:12]([C:15]1[CH:16]=[C:17]2[C:21](=[CH:22][CH:23]=1)[NH:20][CH2:19][CH2:18]2)([O-:14])=[O:13]. (4) Given the product [CH2:1]([C@H:5]1[CH2:9][CH2:8][N:7]([C@@H:10]([CH2:24][CH:23]=[CH2:22])[C:11]([O:13][CH3:14])=[O:12])[C:6]1=[O:15])[CH2:2][CH2:3][CH3:4], predict the reactants needed to synthesize it. The reactants are: [CH2:1]([C@H:5]1[CH2:9][CH2:8][N:7]([CH2:10][C:11]([O:13][CH3:14])=[O:12])[C:6]1=[O:15])[CH2:2][CH2:3][CH3:4].[Li].C[Si]([NH-])(C)C.[CH2:22](Br)[CH:23]=[CH2:24]. (5) Given the product [Cl:17][C:14]1[CH:13]=[CH:12][C:11]([C:10]2[C:9]([C:18]3[CH:23]=[CH:22][CH:21]=[CH:20][C:19]=3[Cl:24])=[N:8][N:7]3[C:2]([O:31][CH:28]([CH3:30])[CH3:29])=[CH:3][C:4]([CH3:25])=[N:5][C:6]=23)=[CH:16][CH:15]=1, predict the reactants needed to synthesize it. The reactants are: Cl[C:2]1[N:7]2[N:8]=[C:9]([C:18]3[CH:23]=[CH:22][CH:21]=[CH:20][C:19]=3[Cl:24])[C:10]([C:11]3[CH:16]=[CH:15][C:14]([Cl:17])=[CH:13][CH:12]=3)=[C:6]2[N:5]=[C:4]([CH3:25])[CH:3]=1.[H-].[Na+].[CH:28]([OH:31])([CH3:30])[CH3:29]. (6) The reactants are: C([N-]C(C)C)(C)C.[Li+].C(NC(C)C)(C)C.C([Li])CCC.[F:21][C:22]1[CH:28]=[C:27]([F:29])[CH:26]=[CH:25][C:23]=1[NH2:24].F[C:31]1[CH:39]=[C:38]([F:40])[C:37]([F:41])=[CH:36][C:32]=1[C:33]([OH:35])=[O:34].Cl.O1CCOCC1. Given the product [F:21][C:22]1[CH:28]=[C:27]([F:29])[CH:26]=[CH:25][C:23]=1[NH:24][C:31]1[CH:39]=[C:38]([F:40])[C:37]([F:41])=[CH:36][C:32]=1[C:33]([OH:35])=[O:34], predict the reactants needed to synthesize it. (7) The reactants are: [C:1]([O:5][C:6]([N:8]([CH3:24])[C@H:9]1[CH2:13][CH2:12][N:11](C(OCC2C=CC=CC=2)=O)[CH2:10]1)=[O:7])([CH3:4])([CH3:3])[CH3:2]. Given the product [CH3:24][N:8]([C@H:9]1[CH2:13][CH2:12][NH:11][CH2:10]1)[C:6](=[O:7])[O:5][C:1]([CH3:4])([CH3:2])[CH3:3], predict the reactants needed to synthesize it.